From a dataset of Peptide-MHC class II binding affinity with 134,281 pairs from IEDB. Regression. Given a peptide amino acid sequence and an MHC pseudo amino acid sequence, predict their binding affinity value. This is MHC class II binding data. (1) The peptide sequence is QELLDIANYLMEQIQ. The MHC is HLA-DQA10102-DQB10602 with pseudo-sequence HLA-DQA10102-DQB10602. The binding affinity (normalized) is 0.279. (2) The peptide sequence is GEALSTLVLNRLKVG. The MHC is DRB1_1101 with pseudo-sequence DRB1_1101. The binding affinity (normalized) is 0.596. (3) The binding affinity (normalized) is 0. The MHC is DRB1_0401 with pseudo-sequence DRB1_0401. The peptide sequence is YPLWSQSYEDSSNQE. (4) The peptide sequence is DFQEFAKLLFTNPVK. The MHC is DRB1_1101 with pseudo-sequence DRB1_1101. The binding affinity (normalized) is 0.256. (5) The peptide sequence is EKKYFAATQFEPLAW. The MHC is HLA-DPA10301-DPB10402 with pseudo-sequence HLA-DPA10301-DPB10402. The binding affinity (normalized) is 0.845. (6) The peptide sequence is IFKISKTVSEGAVDI. The MHC is DRB3_0202 with pseudo-sequence DRB3_0202. The binding affinity (normalized) is 0.357.